Dataset: Full USPTO retrosynthesis dataset with 1.9M reactions from patents (1976-2016). Task: Predict the reactants needed to synthesize the given product. (1) Given the product [CH3:5][C:4]([NH:6][C:7]([C:9]1[CH:18]=[CH:17][C:16]2[C:11](=[CH:12][CH:13]=[CH:14][CH:15]=2)[C:10]=1[O:19][CH2:20][CH2:21][CH:22]([C:24]1[CH:29]=[CH:28][CH:27]=[CH:26][CH:25]=1)[CH3:23])=[O:8])([CH3:30])[C:3]([OH:31])=[O:2], predict the reactants needed to synthesize it. The reactants are: C[O:2][C:3](=[O:31])[C:4]([CH3:30])([NH:6][C:7]([C:9]1[CH:18]=[CH:17][C:16]2[C:11](=[CH:12][CH:13]=[CH:14][CH:15]=2)[C:10]=1[O:19][CH2:20][CH2:21][CH:22]([C:24]1[CH:29]=[CH:28][CH:27]=[CH:26][CH:25]=1)[CH3:23])=[O:8])[CH3:5].[OH-].[Na+]. (2) Given the product [C:35]([C:33]1[S:34][C:30]2[CH:29]=[C:28]([O:27][CH2:2][C:3]3[CH:8]=[CH:7][C:6]([NH:9][C:10](=[O:26])[CH2:11][C:12]([CH3:25])([C:14]4[C:19](=[O:20])[C:18]([CH3:21])=[C:17]([CH3:22])[C:16](=[O:23])[C:15]=4[CH3:24])[CH3:13])=[CH:5][CH:4]=3)[CH:38]=[CH:37][C:31]=2[N:32]=1)#[N:36], predict the reactants needed to synthesize it. The reactants are: Br[CH2:2][C:3]1[CH:8]=[CH:7][C:6]([NH:9][C:10](=[O:26])[CH2:11][C:12]([CH3:25])([C:14]2[C:19](=[O:20])[C:18]([CH3:21])=[C:17]([CH3:22])[C:16](=[O:23])[C:15]=2[CH3:24])[CH3:13])=[CH:5][CH:4]=1.[OH:27][C:28]1[CH:38]=[CH:37][C:31]2[N:32]=[C:33]([C:35]#[N:36])[S:34][C:30]=2[CH:29]=1.N1C(C)=CC(C)=CC=1C. (3) Given the product [Cl:1][C:2]1[CH:3]=[C:4]([C:8]([Cl:11])=[CH:9][N:10]=1)[C:5]([O:7][CH2:19][CH3:20])=[O:6], predict the reactants needed to synthesize it. The reactants are: [Cl:1][C:2]1[CH:3]=[C:4]([C:8]([Cl:11])=[CH:9][N:10]=1)[C:5]([OH:7])=[O:6].C(=O)([O-])[O-].[K+].[K+].I[CH2:19][CH3:20]. (4) Given the product [CH2:1]([O:8][CH2:9][C@@H:10]1[N:15]2[C:16]3[C:25]4[C:20](=[CH:21][CH:22]=[CH:23][CH:24]=4)[N:19]=[C:18]([NH2:28])[C:17]=3[N:27]=[C:14]2[CH2:13][O:12][CH2:11]1)[C:2]1[CH:7]=[CH:6][CH:5]=[CH:4][CH:3]=1, predict the reactants needed to synthesize it. The reactants are: [CH2:1]([O:8][CH2:9][C@@H:10]1[N:15]2[C:16]3[C:25]4[C:20](=[CH:21][CH:22]=[CH:23][CH:24]=4)[N+:19]([O-])=[CH:18][C:17]=3[N:27]=[C:14]2[CH2:13][O:12][CH2:11]1)[C:2]1[CH:7]=[CH:6][CH:5]=[CH:4][CH:3]=1.[NH4+:28].[OH-].C1(C)C=CC(S(Cl)(=O)=O)=CC=1.O. (5) Given the product [N:21]1([C:26]2[CH:27]=[CH:28][C:29]([N:32]3[C:8]([C:5]4[CH:6]=[CH:7][C:2]([Br:1])=[CH:3][CH:4]=4)=[CH:9][CH:10]=[C:11]3[CH2:12][CH2:13][C:14]([O:16][CH2:17][CH3:18])=[O:15])=[N:30][CH:31]=2)[CH:25]=[CH:24][N:23]=[CH:22]1, predict the reactants needed to synthesize it. The reactants are: [Br:1][C:2]1[CH:7]=[CH:6][C:5]([C:8](=O)[CH2:9][CH2:10][C:11](=O)[CH2:12][CH2:13][C:14]([O:16][CH2:17][CH3:18])=[O:15])=[CH:4][CH:3]=1.[N:21]1([C:26]2[CH:27]=[CH:28][C:29]([NH2:32])=[N:30][CH:31]=2)[CH:25]=[CH:24][N:23]=[CH:22]1. (6) Given the product [CH3:2][N:3]([CH2:14][C:15]1[N:19]([CH2:20][CH:21]2[CH2:25][CH2:24][N:23]([CH3:34])[CH2:22]2)[C:18]2[CH:26]=[CH:27][CH:28]=[CH:29][C:17]=2[N:16]=1)[CH:4]1[C:13]2[N:12]=[CH:11][CH:10]=[CH:9][C:8]=2[CH2:7][CH2:6][CH2:5]1.[ClH:1].[CH3:2][N:3]([CH2:14][C:15]1[N:19]([CH2:20][CH:21]2[CH2:25][CH2:24][N:23]([CH3:46])[CH2:22]2)[C:18]2[CH:26]=[CH:27][CH:28]=[CH:29][C:17]=2[N:16]=1)[CH:4]1[C:13]2[N:12]=[CH:11][CH:10]=[CH:9][C:8]=2[CH2:7][CH2:6][CH2:5]1, predict the reactants needed to synthesize it. The reactants are: [ClH:1].[CH3:2][N:3]([CH2:14][C:15]1[N:19]([CH2:20][CH:21]2[CH2:25][CH2:24][NH:23][CH2:22]2)[C:18]2[CH:26]=[CH:27][CH:28]=[CH:29][C:17]=2[N:16]=1)[CH:4]1[C:13]2[N:12]=[CH:11][CH:10]=[CH:9][C:8]=2[CH2:7][CH2:6][CH2:5]1.C=O.[BH-](OC(C)=O)(OC(C)=O)O[C:34](C)=O.[Na+].[C:46]([O-])([O-])=O.[Na+].[Na+]. (7) Given the product [OH:1][CH:2]([C:6]1[CH:11]=[CH:10][C:9]([C:12]2[N:16]=[C:15]([C:17]3[O:21][N:20]=[C:19]([C:22]4[CH:27]=[CH:26][CH:25]=[CH:24][CH:23]=4)[C:18]=3[C:28]([F:29])([F:30])[F:31])[O:14][N:13]=2)=[CH:8][CH:7]=1)[C:3]([NH:32][CH2:33][CH2:34][CH2:35][OH:36])=[O:5], predict the reactants needed to synthesize it. The reactants are: [OH:1][CH:2]([C:6]1[CH:11]=[CH:10][C:9]([C:12]2[N:16]=[C:15]([C:17]3[O:21][N:20]=[C:19]([C:22]4[CH:27]=[CH:26][CH:25]=[CH:24][CH:23]=4)[C:18]=3[C:28]([F:31])([F:30])[F:29])[O:14][N:13]=2)=[CH:8][CH:7]=1)[C:3]([OH:5])=O.[NH2:32][CH2:33][CH2:34][CH2:35][OH:36].CN1CCOCC1.CN(C(ON1N=NC2C=CC=NC1=2)=[N+](C)C)C.F[P-](F)(F)(F)(F)F. (8) Given the product [F:70][C:71]1([F:76])[CH2:75][CH2:74][N:73]([C:2]2[CH:35]=[CH:34][C:5]([CH2:6][N:7]3[C:11]4[CH:12]=[C:13]([O:16][CH2:17][C:18]5[CH:23]=[CH:22][C:21]([CH3:24])=[CH:20][N:19]=5)[CH:14]=[CH:15][C:10]=4[N:9]=[C:8]3[C@H:25]3[CH2:30][CH2:29][CH2:28][CH2:27][C@H:26]3[C:31]([OH:33])=[O:32])=[CH:4][CH:3]=2)[CH2:72]1, predict the reactants needed to synthesize it. The reactants are: Br[C:2]1[CH:35]=[CH:34][C:5]([CH2:6][N:7]2[C:11]3[CH:12]=[C:13]([O:16][CH2:17][C:18]4[CH:23]=[CH:22][C:21]([CH3:24])=[CH:20][N:19]=4)[CH:14]=[CH:15][C:10]=3[N:9]=[C:8]2[C@H:25]2[CH2:30][CH2:29][CH2:28][CH2:27][C@H:26]2[C:31]([OH:33])=[O:32])=[CH:4][CH:3]=1.CC(OC1C=CC=C(OC(C)C)C=1C1C(P(C2CCCCC2)C2CCCCC2)=CC=CC=1)C.Cl.[F:70][C:71]1([F:76])[CH2:75][CH2:74][NH:73][CH2:72]1.N#N.